This data is from Catalyst prediction with 721,799 reactions and 888 catalyst types from USPTO. The task is: Predict which catalyst facilitates the given reaction. (1) Reactant: O.[NH2:2][NH2:3].O.Cl[C:6]1[N:7]=[C:8]([NH2:24])[C:9]2[N:10]=[CH:11][N:12]([C:22]=2[N:23]=1)[C@@H:13]1[O:21][C@H:18]([CH2:19][OH:20])[C@@H:16]([OH:17])[C@H:14]1[OH:15].Cl[C:6]1[N:7]=[C:8]([NH2:24])[C:9]2[N:10]=[CH:11][N:12]([C:22]=2[N:23]=1)[C@@H:13]1[O:21][C@H:18]([CH2:19][OH:20])[C@@H:16]([OH:17])[C@H:14]1[OH:15]. Product: [NH:2]([C:6]1[N:7]=[C:8]([NH2:24])[C:9]2[N:10]=[CH:11][N:12]([C:22]=2[N:23]=1)[C@@H:13]1[O:21][C@H:18]([CH2:19][OH:20])[C@@H:16]([OH:17])[C@H:14]1[OH:15])[NH2:3]. The catalyst class is: 6. (2) Reactant: [CH3:1][NH:2][C:3]1[C:8]([CH:9]=[O:10])=[CH:7][N:6]=[C:5]2[NH:11][CH:12]=[CH:13][C:4]=12.C([O-])([O-])=O.[Na+].[Na+].[CH2:20](Br)[C:21]1[CH:26]=[CH:25][CH:24]=[CH:23][CH:22]=1. Product: [CH2:20]([N:6]1[CH:7]=[C:8]([CH:9]=[O:10])[C:3]([NH:2][CH3:1])=[C:4]2[CH:13]=[CH:12][N:11]=[C:5]12)[C:21]1[CH:26]=[CH:25][CH:24]=[CH:23][CH:22]=1. The catalyst class is: 3.